This data is from Reaction yield outcomes from USPTO patents with 853,638 reactions. The task is: Predict the reaction yield, written as a fraction of the theoretical maximum amount of product (1.0 means a 100% yield; for example, 0.34 means a 34% yield). (1) The reactants are Br[CH2:2][CH2:3][CH:4]=[CH2:5].[NH:6]1[CH2:11][CH2:10][CH2:9][CH2:8][CH2:7]1. No catalyst specified. The product is [N:6]1([CH2:7][CH2:8][CH:9]=[CH2:10])[CH2:11][CH2:5][CH2:4][CH2:3][CH2:2]1. The yield is 0.742. (2) The reactants are [Cl:1][C:2]1[CH:7]=[CH:6][C:5](F)=[C:4]([N+:9]([O-:11])=[O:10])[CH:3]=1.[NH2:12][CH:13]1[CH2:20][C:16]2([CH2:19][O:18][CH2:17]2)[N:15]([C:21]([O:23][C:24]([CH3:27])([CH3:26])[CH3:25])=[O:22])[CH2:14]1.CCN(CC)CC. The catalyst is O1CCCC1. The product is [Cl:1][C:2]1[CH:7]=[CH:6][C:5]([NH:12][CH:13]2[CH2:20][C:16]3([CH2:17][O:18][CH2:19]3)[N:15]([C:21]([O:23][C:24]([CH3:27])([CH3:26])[CH3:25])=[O:22])[CH2:14]2)=[C:4]([N+:9]([O-:11])=[O:10])[CH:3]=1. The yield is 0.761. (3) The reactants are [CH3:1][O:2][C:3]1[CH:4]=[C:5]2[C:10](=[CH:11][C:12]=1[O:13][CH3:14])[N:9]=[CH:8][N:7]=[C:6]2[NH:15][C:16]1[CH:21]=[CH:20][C:19]([N+:22]([O-])=O)=[CH:18][C:17]=1[F:25]. The catalyst is CN(C=O)C.CO.[Pd]. The product is [CH3:1][O:2][C:3]1[CH:4]=[C:5]2[C:10](=[CH:11][C:12]=1[O:13][CH3:14])[N:9]=[CH:8][N:7]=[C:6]2[NH:15][C:16]1[CH:21]=[CH:20][C:19]([NH2:22])=[CH:18][C:17]=1[F:25]. The yield is 0.650. (4) The reactants are BrC1C=CC(O)=C([C:8]2[CH:17]=[CH:16][C:15]3[C:10](=[CH:11][CH:12]=[C:13]([C:18]4[N:22]([CH:23]5[CH2:28][CH2:27][CH2:26][CH2:25][CH2:24]5)[C:21]5[CH:29]=[CH:30][C:31]([C:33]([OH:35])=[O:34])=[CH:32][C:20]=5[N:19]=4)[CH:14]=3)[N:9]=2)C=1.[CH2:37]([N:40]([CH2:45]CC)[CH2:41][C:42](=O)[CH3:43])[CH2:38][CH3:39].[OH-].[K+]. The catalyst is C(O)C. The product is [CH:23]1([N:22]2[C:21]3[CH:29]=[CH:30][C:31]([C:33]([OH:35])=[O:34])=[CH:32][C:20]=3[N:19]=[C:18]2[C:13]2[CH:14]=[C:15]3[C:10](=[CH:11][CH:12]=2)[N:9]=[C:8]([CH2:45][N:40]([CH2:41][CH2:42][CH3:43])[CH2:37][CH2:38][CH3:39])[CH:17]=[CH:16]3)[CH2:24][CH2:25][CH2:26][CH2:27][CH2:28]1. The yield is 0.580.